The task is: Binary Classification. Given a T-cell receptor sequence (or CDR3 region) and an epitope sequence, predict whether binding occurs between them.. This data is from TCR-epitope binding with 47,182 pairs between 192 epitopes and 23,139 TCRs. (1) The epitope is TLVPQEHYV. The TCR CDR3 sequence is CASSDRGWNEAFF. Result: 0 (the TCR does not bind to the epitope). (2) The epitope is ALSKGVHFV. The TCR CDR3 sequence is CASSLYTGGDQPQHF. Result: 0 (the TCR does not bind to the epitope). (3) The epitope is VVYRGTTTY. The TCR CDR3 sequence is CASGTGANEKLFF. Result: 0 (the TCR does not bind to the epitope). (4) The epitope is GILGFVFTL. The TCR CDR3 sequence is CASSLLGAGSNTQYF. Result: 0 (the TCR does not bind to the epitope). (5) The epitope is MPASWVMRI. Result: 1 (the TCR binds to the epitope). The TCR CDR3 sequence is CSVESAGGDYEQYF.